The task is: Predict the reactants needed to synthesize the given product.. This data is from Full USPTO retrosynthesis dataset with 1.9M reactions from patents (1976-2016). (1) Given the product [ClH:1].[C:24]1([C:2]2[CH:3]=[C:4]([NH:11][C:12]3[CH:17]=[CH:16][CH:15]=[C:14]([N:18]4[CH2:23][CH2:22][CH2:21][CH2:20][CH2:19]4)[N:13]=3)[C:5]3[N:6]([CH:8]=[CH:9][N:10]=3)[N:7]=2)[CH:29]=[CH:28][CH:27]=[CH:26][CH:25]=1, predict the reactants needed to synthesize it. The reactants are: [Cl:1][C:2]1[CH:3]=[C:4]([NH:11][C:12]2[CH:17]=[CH:16][CH:15]=[C:14]([N:18]3[CH2:23][CH2:22][CH2:21][CH2:20][CH2:19]3)[N:13]=2)[C:5]2[N:6]([CH:8]=[CH:9][N:10]=2)[N:7]=1.[C:24]1(B(O)O)[CH:29]=[CH:28][CH:27]=[CH:26][CH:25]=1.CC(C1C=C(C(C)C)C(C2C=CC=CC=2P(C2CCCCC2)C2CCCCC2)=C(C(C)C)C=1)C.C([O-])([O-])=O.[K+].[K+]. (2) Given the product [NH2:19][C:4]1[CH:3]=[C:2]([Br:1])[CH:7]=[CH:6][C:5]=1[NH:8][CH2:9][CH2:10][NH:11][C:12](=[O:18])[O:13][C:14]([CH3:16])([CH3:15])[CH3:17], predict the reactants needed to synthesize it. The reactants are: [Br:1][C:2]1[CH:7]=[CH:6][C:5]([NH:8][CH2:9][CH2:10][NH:11][C:12](=[O:18])[O:13][C:14]([CH3:17])([CH3:16])[CH3:15])=[C:4]([N+:19]([O-])=O)[CH:3]=1.[Cl-].[NH4+]. (3) Given the product [OH2:33].[OH2:39].[ClH:36].[ClH:36].[S:1]1[C:5]2[CH:6]=[CH:7][CH:8]=[CH:9][C:4]=2[C:3]([N:10]2[CH2:11][CH2:12][N:13]([CH2:16][C@@H:17]3[CH2:22][CH2:21][CH2:20][CH2:19][C@H:18]3[CH2:23][N:24]3[C:25](=[O:35])[C@H:26]4[C@H:31]([C@H:30]5[CH2:34][C@@H:27]4[CH2:28][CH2:29]5)[C:32]3=[O:33])[CH2:14][CH2:15]2)=[N:2]1, predict the reactants needed to synthesize it. The reactants are: [S:1]1[C:5]2[CH:6]=[CH:7][CH:8]=[CH:9][C:4]=2[C:3]([N:10]2[CH2:15][CH2:14][N:13]([CH2:16][C@@H:17]3[CH2:22][CH2:21][CH2:20][CH2:19][C@H:18]3[CH2:23][N:24]3[C:32](=[O:33])[C@H:31]4[C@H:26]([C@H:27]5[CH2:34][C@@H:30]4[CH2:29][CH2:28]5)[C:25]3=[O:35])[CH2:12][CH2:11]2)=[N:2]1.[ClH:36].C(OCC)(=[O:39])C. (4) The reactants are: [N+:1]([C:4]1[CH:9]=[CH:8][CH:7]=[CH:6][C:5]=1[NH:10][C:11]1[S:15][C:14]([C:16]([O:18][CH3:19])=[O:17])=[C:13]([O:20][Si](C(C)C)(C(C)C)C(C)C)[CH:12]=1)([O-])=O. Given the product [NH2:1][C:4]1[CH:9]=[CH:8][CH:7]=[CH:6][C:5]=1[NH:10][C:11]1[S:15][C:14]([C:16]([O:18][CH3:19])=[O:17])=[C:13]([OH:20])[CH:12]=1, predict the reactants needed to synthesize it. (5) Given the product [F:1][C:2]1[CH:17]=[C:16]([F:18])[CH:15]=[CH:14][C:3]=1[O:4][C:5]1[CH:6]=[CH:7][C:8]([NH2:11])=[CH:9][CH:10]=1, predict the reactants needed to synthesize it. The reactants are: [F:1][C:2]1[CH:17]=[C:16]([F:18])[CH:15]=[CH:14][C:3]=1[O:4][C:5]1[CH:10]=[CH:9][C:8]([N+:11]([O-])=O)=[CH:7][CH:6]=1.